This data is from Forward reaction prediction with 1.9M reactions from USPTO patents (1976-2016). The task is: Predict the product of the given reaction. Given the reactants C(N1C(=O)C=CC([C:15]2[C:23]3[C:18](=[C:19]([F:25])[CH:20]=[C:21]([F:24])[CH:22]=3)[N:17](CC(O)=O)[C:16]=2[CH3:30])=N1)C1C=CC=CC=1.FC1C=C(F)C=CC=1N.N1C2C(=CC=CC=2)C=C1, predict the reaction product. The product is: [F:24][C:21]1[CH:22]=[C:23]2[C:18](=[C:19]([F:25])[CH:20]=1)[NH:17][C:16]([CH3:30])=[CH:15]2.